This data is from Catalyst prediction with 721,799 reactions and 888 catalyst types from USPTO. The task is: Predict which catalyst facilitates the given reaction. (1) Reactant: [OH:1][C:2]1[C:10]2[N:9]=[C:8]([CH3:11])[N:7]([S:12]([C:15]3[CH:20]=[CH:19][C:18]([CH3:21])=[CH:17][CH:16]=3)(=[O:14])=[O:13])[C:6]=2[CH:5]=[C:4]([C:22]([N:24]([CH3:26])[CH3:25])=[O:23])[CH:3]=1.[F:27][C:28]1[CH:37]=[C:36]([F:38])[CH:35]=[C:34]2[C:29]=1[CH:30](O)[CH2:31][CH2:32][O:33]2.C(P(CCCC)CCCC)CCC.N(C(N1CCCCC1)=O)=NC(N1CCCCC1)=O. Product: [F:27][C:28]1[CH:37]=[C:36]([F:38])[CH:35]=[C:34]2[C:29]=1[C@@H:30]([O:1][C:2]1[C:10]3[N:9]=[C:8]([CH3:11])[N:7]([S:12]([C:15]4[CH:16]=[CH:17][C:18]([CH3:21])=[CH:19][CH:20]=4)(=[O:14])=[O:13])[C:6]=3[CH:5]=[C:4]([C:22]([N:24]([CH3:26])[CH3:25])=[O:23])[CH:3]=1)[CH2:31][CH2:32][O:33]2. The catalyst class is: 11. (2) Reactant: C[N+]1([O-])CCOCC1.[OH:9][C@@H:10]([CH2:40][C@H:41]([CH2:45][OH:46])[CH:42]([CH3:44])[CH3:43])[C@@H:11]([NH:32][C:33](=[O:39])[O:34][C:35]([CH3:38])([CH3:37])[CH3:36])[CH2:12][C@H:13]([CH2:17][C:18]1[CH:26]=[C:25]2[C:21]([CH:22]=[N:23][N:24]2[CH2:27][CH2:28][CH2:29][O:30][CH3:31])=[CH:20][CH:19]=1)[CH:14]([CH3:16])[CH3:15]. Product: [CH:42]([C@H:41]1[C:45](=[O:46])[O:9][C@H:10]([C@@H:11]([NH:32][C:33](=[O:39])[O:34][C:35]([CH3:36])([CH3:37])[CH3:38])[CH2:12][C@H:13]([CH2:17][C:18]2[CH:26]=[C:25]3[C:21]([CH:22]=[N:23][N:24]3[CH2:27][CH2:28][CH2:29][O:30][CH3:31])=[CH:20][CH:19]=2)[CH:14]([CH3:15])[CH3:16])[CH2:40]1)([CH3:44])[CH3:43]. The catalyst class is: 678. (3) Reactant: [O:1]=[C:2]1[C:10]2[C:5](=[CH:6][CH:7]=[CH:8][CH:9]=2)[C:4](=[S:11])[N:3]1[CH:12]([CH2:17][CH2:18][C:19]([O:21]C)=[O:20])[C:13]([O:15]C)=[O:14].CC([O-])=O.Cl. Product: [O:1]=[C:2]1[C:10]2[C:5](=[CH:6][CH:7]=[CH:8][CH:9]=2)[C:4](=[S:11])[N:3]1[CH:12]([CH2:17][CH2:18][C:19]([OH:21])=[O:20])[C:13]([OH:15])=[O:14]. The catalyst class is: 13.